This data is from Full USPTO retrosynthesis dataset with 1.9M reactions from patents (1976-2016). The task is: Predict the reactants needed to synthesize the given product. (1) The reactants are: CN(C(ON1N=NC2C=CC=NC1=2)=[N+](C)C)C.F[P-](F)(F)(F)(F)F.[F:25][C:26]1[CH:27]=[C:28]([C:33]2[CH:38]=[CH:37][C:36]([C:39]([OH:41])=O)=[C:35]([N+:42]([O-:44])=[O:43])[CH:34]=2)[CH:29]=[CH:30][C:31]=1[F:32].Cl.[NH2:46][C@@H:47]([CH:55]1[CH2:60][CH2:59][CH2:58][CH2:57][CH2:56]1)[C:48]([O:50][C:51]([CH3:54])([CH3:53])[CH3:52])=[O:49].C(N(C(C)C)CC)(C)C. Given the product [CH:55]1([C@H:47]([NH:46][C:39]([C:36]2[CH:37]=[CH:38][C:33]([C:28]3[CH:29]=[CH:30][C:31]([F:32])=[C:26]([F:25])[CH:27]=3)=[CH:34][C:35]=2[N+:42]([O-:44])=[O:43])=[O:41])[C:48]([O:50][C:51]([CH3:53])([CH3:52])[CH3:54])=[O:49])[CH2:60][CH2:59][CH2:58][CH2:57][CH2:56]1, predict the reactants needed to synthesize it. (2) The reactants are: Br[C:2]1[N:6]2[N:7]=[CH:8][CH:9]=[C:10]([N:11]3[CH2:16][CH2:15][O:14][CH2:13][CH2:12]3)[C:5]2=[N:4][C:3]=1[CH2:17][O:18][C:19]1[CH:28]=[CH:27][C:26]2[C:21](=[CH:22][CH:23]=[CH:24][CH:25]=2)[N:20]=1.CC1(C)C(C)(C)OB([C:37]2[CH:38]=[CH:39][C:40]([C:43]#[N:44])=[N:41][CH:42]=2)O1. Given the product [O:14]1[CH2:15][CH2:16][N:11]([C:10]2[C:5]3[N:6]([C:2]([C:37]4[CH:38]=[CH:39][C:40]([C:43]#[N:44])=[N:41][CH:42]=4)=[C:3]([CH2:17][O:18][C:19]4[CH:28]=[CH:27][C:26]5[C:21](=[CH:22][CH:23]=[CH:24][CH:25]=5)[N:20]=4)[N:4]=3)[N:7]=[CH:8][CH:9]=2)[CH2:12][CH2:13]1, predict the reactants needed to synthesize it.